Task: Predict which catalyst facilitates the given reaction.. Dataset: Catalyst prediction with 721,799 reactions and 888 catalyst types from USPTO (1) Reactant: [CH:1]([O:4][C:5]([N:7]1[CH:12]([CH2:13][CH3:14])[CH2:11][CH:10]([N:15]([CH2:21][C:22]2[CH:27]=[C:26]([C:28]([F:31])([F:30])[F:29])[CH:25]=[C:24]([C:32]([F:35])([F:34])[F:33])[CH:23]=2)[C:16]2N=N[NH:19][N:20]=2)[CH2:9][CH:8]1[CH2:36][CH3:37])=[O:6])([CH3:3])[CH3:2].[C:38](OC(=O)C)(=[O:40])[CH3:39]. Product: [CH:1]([O:4][C:5]([N:7]1[CH:12]([CH2:13][CH3:14])[CH2:11][CH:10]([N:15]([CH2:21][C:22]2[CH:27]=[C:26]([C:28]([F:31])([F:30])[F:29])[CH:25]=[C:24]([C:32]([F:33])([F:35])[F:34])[CH:23]=2)[C:16]2[O:40][C:38]([CH3:39])=[N:19][N:20]=2)[CH2:9][CH:8]1[CH2:36][CH3:37])=[O:6])([CH3:3])[CH3:2]. The catalyst class is: 10. (2) Reactant: C(=O)([O-])[O-].[Na+].[Na+].[NH2:7][C:8]1[C:9]([C:15]2[O:19][C:18]([C:20]3[CH:21]=[C:22]([CH2:26][NH:27]C(=O)OC(C)(C)C)[CH:23]=[CH:24][CH:25]=3)=[N:17][N:16]=2)=[N:10][C:11](Br)=[CH:12][N:13]=1.[CH:35]([S:38]([C:41]1[CH:46]=[CH:45][C:44](B(O)O)=[CH:43][CH:42]=1)(=[O:40])=[O:39])([CH3:37])[CH3:36].C1(P(C2C=CC=CC=2)C2C=CC=CC=2)C=CC=CC=1.C(O)(C(F)(F)F)=O. Product: [NH2:27][CH2:26][C:22]1[CH:21]=[C:20]([C:18]2[O:19][C:15]([C:9]3[C:8]([NH2:7])=[N:13][CH:12]=[C:11]([C:44]4[CH:43]=[CH:42][C:41]([S:38]([CH:35]([CH3:37])[CH3:36])(=[O:40])=[O:39])=[CH:46][CH:45]=4)[N:10]=3)=[N:16][N:17]=2)[CH:25]=[CH:24][CH:23]=1. The catalyst class is: 505. (3) The catalyst class is: 9. Reactant: S(Cl)([Cl:3])=O.[C:5]([C:8]1[C:16]2[C:11](=[CH:12][CH:13]=[C:14]([Cl:17])[CH:15]=2)[N:10]([C:18]2[C:27]3[C:22](=[CH:23][CH:24]=[CH:25][CH:26]=3)[N:21]=[CH:20][CH:19]=2)[CH:9]=1)([OH:7])=O. Product: [ClH:3].[Cl:17][C:14]1[CH:15]=[C:16]2[C:11](=[CH:12][CH:13]=1)[N:10]([C:18]1[C:27]3[C:22](=[CH:23][CH:24]=[CH:25][CH:26]=3)[N:21]=[CH:20][CH:19]=1)[CH:9]=[C:8]2[C:5]([Cl:3])=[O:7]. (4) Reactant: [F:1][C:2]1[CH:3]=[C:4]([CH:8]=[CH:9][C:10]=1[O:11][C:12]1[CH:17]=[C:16]([C:18]([NH:20][C:21]2[CH:25]=[CH:24][N:23]([CH3:26])[N:22]=2)=[O:19])[CH:15]=[C:14]([O:27][CH:28]([CH3:30])[CH3:29])[CH:13]=1)[C:5](O)=[O:6].CN(C(ON1N=NC2C=[CH:43][CH:44]=[N:45][C:40]1=2)=[N+](C)C)C.F[P-](F)(F)(F)(F)F.Cl.N1CCC1.C(N(C(C)C)CC)(C)C. Product: [N:45]1([C:5]([C:4]2[CH:8]=[CH:9][C:10]([O:11][C:12]3[CH:17]=[C:16]([CH:15]=[C:14]([O:27][CH:28]([CH3:30])[CH3:29])[CH:13]=3)[C:18]([NH:20][C:21]3[CH:25]=[CH:24][N:23]([CH3:26])[N:22]=3)=[O:19])=[C:2]([F:1])[CH:3]=2)=[O:6])[CH2:44][CH2:43][CH2:40]1. The catalyst class is: 18. (5) Reactant: [CH:1]1(/[C:5](/[C:37]2[CH:42]=[CH:41][CH:40]=[CH:39][CH:38]=2)=[C:6](\[C:21]2[CH:22]=[C:23]3[C:27](=[CH:28][CH:29]=2)[N:26]([CH:30]2[CH2:35][CH2:34][CH2:33][CH2:32][O:31]2)[N:25]=[C:24]3[F:36])/[C:7]2[CH:12]=[CH:11][C:10](/[CH:13]=[CH:14]/[C:15]#[C:16][Si](C)(C)C)=[CH:9][CH:8]=2)[CH2:4][CH2:3][CH2:2]1.C([O-])([O-])=O.[K+].[K+]. Product: [CH:13](/[C:10]1[CH:9]=[CH:8][C:7](/[C:6](/[C:21]2[CH:22]=[C:23]3[C:27](=[CH:28][CH:29]=2)[N:26]([CH:30]2[CH2:35][CH2:34][CH2:33][CH2:32][O:31]2)[N:25]=[C:24]3[F:36])=[C:5](/[CH:1]2[CH2:4][CH2:3][CH2:2]2)\[C:37]2[CH:38]=[CH:39][CH:40]=[CH:41][CH:42]=2)=[CH:12][CH:11]=1)=[CH:14]\[C:15]#[CH:16]. The catalyst class is: 5. (6) Reactant: [C:1]([O:5][C:6](=[O:14])[NH:7][CH2:8][CH2:9][CH:10]([OH:13])[CH2:11][OH:12])([CH3:4])([CH3:3])[CH3:2].C(N(CC)CC)C.[C:22]([Si:26]([CH3:29])([CH3:28])Cl)([CH3:25])([CH3:24])[CH3:23]. Product: [C:1]([O:5][C:6](=[O:14])[NH:7][CH2:8][CH2:9][CH:10]([OH:13])[CH2:11][O:12][Si:26]([C:22]([CH3:25])([CH3:24])[CH3:23])([CH3:29])[CH3:28])([CH3:4])([CH3:2])[CH3:3]. The catalyst class is: 119. (7) Reactant: [H-].[Na+].[F:3][C:4]1[C:5]([CH2:16][N:17]([CH3:25])[C:18](=[O:24])[O:19][C:20]([CH3:23])([CH3:22])[CH3:21])=[CH:6][NH:7][C:8]=1[C:9]1[C:10]([F:15])=[N:11][CH:12]=[CH:13][CH:14]=1.C1OCCOCCOCCOCCOC1.[Cl:41][C:42]1[CH:43]=[C:44]([S:48](Cl)(=[O:50])=[O:49])[CH:45]=[N:46][CH:47]=1. Product: [Cl:41][C:42]1[CH:43]=[C:44]([S:48]([N:7]2[C:8]([C:9]3[C:10]([F:15])=[N:11][CH:12]=[CH:13][CH:14]=3)=[C:4]([F:3])[C:5]([CH2:16][N:17]([CH3:25])[C:18](=[O:24])[O:19][C:20]([CH3:21])([CH3:22])[CH3:23])=[CH:6]2)(=[O:50])=[O:49])[CH:45]=[N:46][CH:47]=1. The catalyst class is: 30.